This data is from Full USPTO retrosynthesis dataset with 1.9M reactions from patents (1976-2016). The task is: Predict the reactants needed to synthesize the given product. (1) Given the product [CH3:25][CH:24]([CH3:26])[CH2:23][CH2:22][N:21]([CH2:16][CH2:17][CH:18]([CH3:20])[CH3:19])[C:13]([C:9]1[CH:10]=[N:11][O:12][C:8]=1[C:5]1[CH:4]=[CH:3][C:2]([CH3:1])=[CH:7][CH:6]=1)=[O:15], predict the reactants needed to synthesize it. The reactants are: [CH3:1][C:2]1[CH:7]=[CH:6][C:5]([C:8]2[O:12][N:11]=[CH:10][C:9]=2[C:13]([OH:15])=O)=[CH:4][CH:3]=1.[CH2:16]([NH:21][CH2:22][CH2:23][CH:24]([CH3:26])[CH3:25])[CH2:17][CH:18]([CH3:20])[CH3:19]. (2) The reactants are: [C:1]([O:5][C:6]([N:8]1[CH2:12][CH:11]([O:13][C:14]2[C:23]3[C:18](=[CH:19][C:20]([O:24][CH3:25])=[CH:21][CH:22]=3)[CH:17]=[CH:16][N:15]=2)[CH2:10][CH:9]1[C:26](=[O:36])[NH:27][C:28]1([C:33]([OH:35])=O)[CH2:30][CH:29]1[CH:31]=[CH2:32])=[O:7])([CH3:4])([CH3:3])[CH3:2].[CH:37]([C:40]1([O:43][S:44](=[O:47])(=[O:46])[NH2:45])[CH2:42][CH2:41]1)([CH3:39])[CH3:38].C1(OS(=O)(=O)N)C=CC=CC=1.C(C1(O)CC1)(C)C. Given the product [C:1]([O:5][C:6]([N:8]1[CH2:12][CH:11]([O:13][C:14]2[C:23]3[C:18](=[CH:19][C:20]([O:24][CH3:25])=[CH:21][CH:22]=3)[CH:17]=[CH:16][N:15]=2)[CH2:10][CH:9]1[C:26](=[O:36])[NH:27][C:28]1([C:33]([NH:45][S:44]([O:43][C:40]2([CH:37]([CH3:39])[CH3:38])[CH2:42][CH2:41]2)(=[O:47])=[O:46])=[O:35])[CH2:30][CH:29]1[CH:31]=[CH2:32])=[O:7])([CH3:4])([CH3:2])[CH3:3], predict the reactants needed to synthesize it. (3) Given the product [Cl:11][C:12]1[CH:17]=[C:16]([CH:15]=[C:14]([CH3:18])[C:13]=1[OH:19])[CH:22]=[O:23], predict the reactants needed to synthesize it. The reactants are: C1N2CN3CN(C2)CN1C3.[Cl:11][C:12]1[CH:17]=[CH:16][CH:15]=[C:14]([CH3:18])[C:13]=1[OH:19].FC(F)(F)[C:22](O)=[O:23]. (4) Given the product [CH3:7][O:8][C:9]1[CH:16]=[CH:15][C:12]([CH:13]([OH:14])[C:5]#[C:4][C:2]([CH3:3])([OH:6])[CH3:1])=[CH:11][CH:10]=1, predict the reactants needed to synthesize it. The reactants are: [CH3:1][C:2]([OH:6])([C:4]#[CH:5])[CH3:3].[CH3:7][O:8][C:9]1[CH:16]=[CH:15][C:12]([CH:13]=[O:14])=[CH:11][CH:10]=1.